Dataset: Reaction yield outcomes from USPTO patents with 853,638 reactions. Task: Predict the reaction yield, written as a fraction of the theoretical maximum amount of product (1.0 means a 100% yield; for example, 0.34 means a 34% yield). The reactants are [CH:1]1([C:5]2[C:14](I)=[CH:13][C:8]([C:9]([O:11][CH3:12])=[O:10])=[C:7]([CH2:16][CH3:17])[CH:6]=2)[CH2:4][CH2:3][CH2:2]1.[CH3:18][N:19](C)C=O. The catalyst is [C-]#N.[Zn+2].[C-]#N.C1C=CC([P]([Pd]([P](C2C=CC=CC=2)(C2C=CC=CC=2)C2C=CC=CC=2)([P](C2C=CC=CC=2)(C2C=CC=CC=2)C2C=CC=CC=2)[P](C2C=CC=CC=2)(C2C=CC=CC=2)C2C=CC=CC=2)(C2C=CC=CC=2)C2C=CC=CC=2)=CC=1. The product is [C:18]([C:14]1[C:5]([CH:1]2[CH2:4][CH2:3][CH2:2]2)=[CH:6][C:7]([CH2:16][CH3:17])=[C:8]([CH:13]=1)[C:9]([O:11][CH3:12])=[O:10])#[N:19]. The yield is 0.820.